Dataset: Catalyst prediction with 721,799 reactions and 888 catalyst types from USPTO. Task: Predict which catalyst facilitates the given reaction. Reactant: [S:1]1[CH:5]=[CH:4][N:3]=[C:2]1[CH:6]=[CH:7][C:8]([OH:10])=[O:9]. Product: [S:1]1[CH:5]=[CH:4][N:3]=[C:2]1[CH2:6][CH2:7][C:8]([OH:10])=[O:9]. The catalyst class is: 29.